Dataset: Forward reaction prediction with 1.9M reactions from USPTO patents (1976-2016). Task: Predict the product of the given reaction. Given the reactants [C:1]([O:5][C:6]([N:8]1[CH2:13][CH2:12][N:11]([C:14]2[C:23]3[C:18](=[CH:19][CH:20]=[C:21]([C:24](OC)=[O:25])[CH:22]=3)[N:17]=[CH:16][CH:15]=2)[CH2:10][CH2:9]1)=[O:7])([CH3:4])([CH3:3])[CH3:2].[H-].[Al+3].[Li+].[H-].[H-].[H-], predict the reaction product. The product is: [OH:25][CH2:24][C:21]1[CH:22]=[C:23]2[C:18](=[CH:19][CH:20]=1)[N:17]=[CH:16][CH:15]=[C:14]2[N:11]1[CH2:10][CH2:9][N:8]([C:6]([O:5][C:1]([CH3:4])([CH3:3])[CH3:2])=[O:7])[CH2:13][CH2:12]1.